This data is from Peptide-MHC class I binding affinity with 185,985 pairs from IEDB/IMGT. The task is: Regression. Given a peptide amino acid sequence and an MHC pseudo amino acid sequence, predict their binding affinity value. This is MHC class I binding data. (1) The peptide sequence is VMANNVKKK. The MHC is HLA-A31:01 with pseudo-sequence HLA-A31:01. The binding affinity (normalized) is 0.236. (2) The peptide sequence is LPFHRWHTMV. The MHC is HLA-B51:01 with pseudo-sequence HLA-B51:01. The binding affinity (normalized) is 0.348. (3) The peptide sequence is QLPQEIAMLV. The MHC is Mamu-A01 with pseudo-sequence Mamu-A01. The binding affinity (normalized) is 0.226. (4) The peptide sequence is KTTIKFHPW. The MHC is HLA-B44:02 with pseudo-sequence HLA-B44:02. The binding affinity (normalized) is 0.0847.